From a dataset of Peptide-MHC class I binding affinity with 185,985 pairs from IEDB/IMGT. Regression. Given a peptide amino acid sequence and an MHC pseudo amino acid sequence, predict their binding affinity value. This is MHC class I binding data. (1) The peptide sequence is LVGKLNWASQIY. The MHC is HLA-B54:01 with pseudo-sequence HLA-B54:01. The binding affinity (normalized) is 0. (2) The peptide sequence is YTKIVTNIL. The MHC is HLA-B08:01 with pseudo-sequence HLA-B08:01. The binding affinity (normalized) is 0.213. (3) The peptide sequence is ITGGRRTRR. The MHC is HLA-A02:01 with pseudo-sequence HLA-A02:01. The binding affinity (normalized) is 0. (4) The peptide sequence is RYLVKTESW. The MHC is HLA-A24:03 with pseudo-sequence HLA-A24:03. The binding affinity (normalized) is 0.872. (5) The peptide sequence is RALGPAATL. The MHC is HLA-B27:05 with pseudo-sequence HLA-B27:05. The binding affinity (normalized) is 0.355.